Dataset: Full USPTO retrosynthesis dataset with 1.9M reactions from patents (1976-2016). Task: Predict the reactants needed to synthesize the given product. (1) The reactants are: [Cl:1][C:2]1[C:3]2[CH:10]=[CH:9][N:8]([C@@H:11]3[O:26][C@H:25]([CH2:27][O:28][CH2:29][C:30]4[CH:35]=[CH:34][C:33]([Cl:36])=[CH:32][C:31]=4[Cl:37])[C@@H:14]([O:15][CH2:16][C:17]4[CH:22]=[CH:21][C:20]([Cl:23])=[CH:19][C:18]=4[Cl:24])[C@@:12]3([CH3:38])[OH:13])[C:4]=2[N:5]=[CH:6][N:7]=1.[CH3:39]I.[H-].[Na+].[Cl-].[NH4+]. Given the product [Cl:1][C:2]1[C:3]2[CH:10]=[CH:9][N:8]([C@@H:11]3[O:26][C@H:25]([CH2:27][O:28][CH2:29][C:30]4[CH:35]=[CH:34][C:33]([Cl:36])=[CH:32][C:31]=4[Cl:37])[C@@H:14]([O:15][CH2:16][C:17]4[CH:22]=[CH:21][C:20]([Cl:23])=[CH:19][C:18]=4[Cl:24])[C@@:12]3([CH3:38])[O:13][CH3:39])[C:4]=2[N:5]=[CH:6][N:7]=1, predict the reactants needed to synthesize it. (2) Given the product [NH2:1][C:2]1[N:6]([C:7]2[CH:12]=[CH:11][CH:10]=[CH:9][C:8]=2[Cl:13])[N:5]=[CH:4][C:3]=1[C:14]([NH2:15])=[O:16], predict the reactants needed to synthesize it. The reactants are: [NH2:1][C:2]1[N:6]([C:7]2[CH:12]=[CH:11][CH:10]=[CH:9][C:8]=2[Cl:13])[N:5]=[CH:4][C:3]=1[C:14]#[N:15].[OH:16]S(O)(=O)=O.[OH-].[Na+]. (3) The reactants are: O.O.O.O.O.O.O.O.[OH-].[Ba+2].[OH-].[CH3:12][C:13]1[N:14]=[C:15]2[C:20]([O:21][CH2:22][CH2:23][CH:24]([C:29]([F:32])([F:31])[F:30])[C:25]([F:28])([F:27])[F:26])=[CH:19][C:18]([CH3:33])=[CH:17][N:16]2[C:34]=1[C:35]([O:37]CC)=[O:36].Cl. Given the product [CH3:12][C:13]1[N:14]=[C:15]2[C:20]([O:21][CH2:22][CH2:23][CH:24]([C:25]([F:28])([F:26])[F:27])[C:29]([F:30])([F:31])[F:32])=[CH:19][C:18]([CH3:33])=[CH:17][N:16]2[C:34]=1[C:35]([OH:37])=[O:36], predict the reactants needed to synthesize it. (4) Given the product [N:26]([C@H:12]1[CH2:13][C@@H:14]([C:16]([F:19])([F:18])[F:17])[CH2:15][C:10]([C:9]2[CH:8]=[CH:7][N:6]=[CH:5][C:4]=2[N+:1]([O-:3])=[O:2])=[CH:11]1)=[N+:27]=[N-:28], predict the reactants needed to synthesize it. The reactants are: [N+:1]([C:4]1[CH:5]=[N:6][CH:7]=[CH:8][C:9]=1[C:10]1[CH2:15][C@H:14]([C:16]([F:19])([F:18])[F:17])[CH2:13][C@H:12](O)[CH:11]=1)([O-:3])=[O:2].CS(Cl)(=O)=O.[N-:26]=[N+:27]=[N-:28].[Na+]. (5) The reactants are: C[O:2][C:3](=[O:39])[C:4]1[CH:9]=[CH:8][C:7]([NH:10][C:11](=[O:38])[CH:12]([N:19]2[C:24](=[O:25])[CH:23]=[C:22]([O:26][C:27]3[CH:32]=[CH:31][CH:30]=[CH:29][C:28]=3[CH:33]3[CH2:37][CH2:36][CH2:35][CH2:34]3)[CH:21]=[N:20]2)[CH2:13][CH:14]2[CH2:18][CH2:17][CH2:16][CH2:15]2)=[N:6][CH:5]=1.[OH-].[Li+].CO. Given the product [CH:14]1([CH2:13][CH:12]([N:19]2[C:24](=[O:25])[CH:23]=[C:22]([O:26][C:27]3[CH:32]=[CH:31][CH:30]=[CH:29][C:28]=3[CH:33]3[CH2:34][CH2:35][CH2:36][CH2:37]3)[CH:21]=[N:20]2)[C:11]([NH:10][C:7]2[CH:8]=[CH:9][C:4]([C:3]([OH:39])=[O:2])=[CH:5][N:6]=2)=[O:38])[CH2:18][CH2:17][CH2:16][CH2:15]1, predict the reactants needed to synthesize it. (6) Given the product [Br:1][C:2]1[CH:6]=[C:5]([C:7]([NH:17][C:18]2[C:19]([C:20]([NH:22][CH3:23])=[O:21])=[CH:24][C:25]([C:29]#[N:30])=[CH:26][C:27]=2[CH3:28])=[O:9])[N:4]([C:10]2[C:15]([Cl:16])=[CH:14][CH:13]=[CH:12][N:11]=2)[N:3]=1, predict the reactants needed to synthesize it. The reactants are: [Br:1][C:2]1[CH:6]=[C:5]([C:7]([OH:9])=O)[N:4]([C:10]2[C:15]([Cl:16])=[CH:14][CH:13]=[CH:12][N:11]=2)[N:3]=1.[NH2:17][C:18]1[C:27]([CH3:28])=[CH:26][C:25]([C:29]#[N:30])=[CH:24][C:19]=1[C:20]([NH:22][CH3:23])=[O:21].N1C=CC=C(C)C=1.CS(Cl)(=O)=O. (7) The reactants are: [CH3:1][C:2]1[CH:7]=[CH:6][C:5]([O:8][CH3:9])=[CH:4][C:3]=1[O:10][C:11]1[CH:16]=[CH:15][C:14]([N+:17]([O-])=O)=[CH:13][N:12]=1. Given the product [CH3:1][C:2]1[CH:7]=[CH:6][C:5]([O:8][CH3:9])=[CH:4][C:3]=1[O:10][C:11]1[N:12]=[CH:13][C:14]([NH2:17])=[CH:15][CH:16]=1, predict the reactants needed to synthesize it. (8) Given the product [C:15]([O:14][C:12]([N:7]1[CH2:8][CH2:9][C:10](=[O:11])[CH:5]([C:3](=[O:4])[N:22]([CH:19]2[CH2:21][CH2:20]2)[CH2:23][C:24]2[CH:29]=[CH:28][CH:27]=[C:26]([CH3:30])[C:25]=2[CH3:31])[CH2:6]1)=[O:13])([CH3:16])([CH3:17])[CH3:18], predict the reactants needed to synthesize it. The reactants are: CO[C:3]([C:5]1[CH2:6][N:7]([C:12]([O:14][C:15]([CH3:18])([CH3:17])[CH3:16])=[O:13])[CH2:8][CH2:9][C:10]=1[OH:11])=[O:4].[CH:19]1([NH:22][CH2:23][C:24]2[CH:29]=[CH:28][CH:27]=[C:26]([CH3:30])[C:25]=2[CH3:31])[CH2:21][CH2:20]1.O.C1(C)C=CC(S(O)(=O)=O)=CC=1.CCOC(C)=O.